This data is from Forward reaction prediction with 1.9M reactions from USPTO patents (1976-2016). The task is: Predict the product of the given reaction. Given the reactants [NH2:1][C:2]1[C:7]([C:8]([C:10]2[C:15]([O:16][CH3:17])=[CH:14][CH:13]=[C:12]([F:18])[C:11]=2[CH3:19])=[O:9])=[CH:6][N:5]=[C:4](S(CC)=O)[N:3]=1.FC(F)(F)C(O)=O.[CH3:31][S:32]([N:35]1[CH2:40][CH2:39][CH:38]([NH2:41])[CH2:37][CH2:36]1)(=[O:34])=[O:33], predict the reaction product. The product is: [NH2:1][C:2]1[C:7]([C:8]([C:10]2[C:15]([O:16][CH3:17])=[CH:14][CH:13]=[C:12]([F:18])[C:11]=2[CH3:19])=[O:9])=[CH:6][N:5]=[C:4]([NH:41][CH:38]2[CH2:39][CH2:40][N:35]([S:32]([CH3:31])(=[O:34])=[O:33])[CH2:36][CH2:37]2)[N:3]=1.